This data is from Catalyst prediction with 721,799 reactions and 888 catalyst types from USPTO. The task is: Predict which catalyst facilitates the given reaction. (1) The catalyst class is: 53. Product: [Br:25][CH2:1][C:2]1[O:6][C:5]([C:7]2[CH:12]=[CH:11][CH:10]=[CH:9][CH:8]=2)=[N:4][C:3]=1[C:13]([O:15][CH2:16][CH3:17])=[O:14]. Reactant: [CH3:1][C:2]1[O:6][C:5]([C:7]2[CH:12]=[CH:11][CH:10]=[CH:9][CH:8]=2)=[N:4][C:3]=1[C:13]([O:15][CH2:16][CH3:17])=[O:14].C1C(=O)N([Br:25])C(=O)C1. (2) Reactant: C([O:3][C:4]([C:6]1[S:7][C:8]([S:18]([CH2:21][C:22]([O:24]CC)=[O:23])(=[O:20])=[O:19])=[C:9]2[C:14](=[O:15])[CH2:13][C:12]([CH3:17])([CH3:16])[CH2:11][C:10]=12)=[O:5])C.[OH-].[Na+].Cl. Product: [C:22]([CH2:21][S:18]([C:8]1[S:7][C:6]([C:4]([OH:5])=[O:3])=[C:10]2[CH2:11][C:12]([CH3:17])([CH3:16])[CH2:13][C:14](=[O:15])[C:9]=12)(=[O:20])=[O:19])([OH:24])=[O:23]. The catalyst class is: 1. (3) Reactant: [C:1]([O:5][C:6]([N:8]1[CH2:13][CH2:12][CH2:11][C:10]([NH:17]C(OCC2C3C=CC=CC=3C3C2=CC=CC=3)=O)([C:14]([OH:16])=[O:15])[CH2:9]1)=[O:7])([CH3:4])([CH3:3])[CH3:2].C(OC)(C)(C)C.C(O)(C)C.N1CCCCC1. Product: [NH2:17][C:10]1([C:14]([OH:16])=[O:15])[CH2:11][CH2:12][CH2:13][N:8]([C:6]([O:5][C:1]([CH3:2])([CH3:3])[CH3:4])=[O:7])[CH2:9]1. The catalyst class is: 9. (4) Reactant: [OH:1][CH2:2][CH2:3][C:4]1[N:9]=[CH:8][C:7]([NH:10][C:11](=[O:17])[O:12][C:13]([CH3:16])([CH3:15])[CH3:14])=[CH:6][CH:5]=1.CCN(C(C)C)C(C)C.[CH3:27][S:28](Cl)(=[O:30])=[O:29].O. Product: [CH3:27][S:28]([O:1][CH2:2][CH2:3][C:4]1[CH:5]=[CH:6][C:7]([NH:10][C:11]([O:12][C:13]([CH3:14])([CH3:16])[CH3:15])=[O:17])=[CH:8][N:9]=1)(=[O:30])=[O:29]. The catalyst class is: 2. (5) Product: [CH:15]1([N:14]([CH3:13])[C:2]([Cl:1])=[O:4])[CH2:20][CH2:19][CH2:18][CH2:17][CH2:16]1. The catalyst class is: 2. Reactant: [Cl:1][C:2](Cl)([O:4]C(=O)OC(Cl)(Cl)Cl)Cl.[CH3:13][NH:14][CH:15]1[CH2:20][CH2:19][CH2:18][CH2:17][CH2:16]1.C(=O)([O-])[O-].[Na+].[Na+]. (6) Product: [CH3:25][N:17]([CH2:16][C:4]1[CH:3]=[C:2]([C:28]2[C:27]([CH3:26])=[CH:31][S:30][CH:29]=2)[N:6]([S:7]([C:10]2[CH:11]=[N:12][CH:13]=[CH:14][CH:15]=2)(=[O:9])=[O:8])[CH:5]=1)[C:18](=[O:24])[O:19][C:20]([CH3:23])([CH3:22])[CH3:21]. The catalyst class is: 73. Reactant: Br[C:2]1[N:6]([S:7]([C:10]2[CH:11]=[N:12][CH:13]=[CH:14][CH:15]=2)(=[O:9])=[O:8])[CH:5]=[C:4]([CH2:16][N:17]([CH3:25])[C:18](=[O:24])[O:19][C:20]([CH3:23])([CH3:22])[CH3:21])[CH:3]=1.[CH3:26][C:27]1[C:28](B(O)O)=[CH:29][S:30][CH:31]=1.C(=O)([O-])[O-].[Na+].[Na+]. (7) Reactant: [F:1][C:2]1[C:3]([O:11][CH2:12][C:13]2[CH:18]=[CH:17][CH:16]=[CH:15][CH:14]=2)=[C:4]([CH:8]=[CH:9][CH:10]=1)[C:5](O)=[O:6].ClC(OCC)=O.[NH3:25]. Product: [F:1][C:2]1[C:3]([O:11][CH2:12][C:13]2[CH:18]=[CH:17][CH:16]=[CH:15][CH:14]=2)=[C:4]([CH:8]=[CH:9][CH:10]=1)[C:5]([NH2:25])=[O:6]. The catalyst class is: 1. (8) Reactant: [NH2:1][C:2]1[N:7]([C:8]2[C:13]([F:14])=[CH:12][C:11]([OH:15])=[CH:10][C:9]=2[F:16])[C:6](=[O:17])[CH:5]=[CH:4][C:3]=1[C:18](=[O:27])[C:19]1[CH:24]=[CH:23][C:22]([F:25])=[CH:21][C:20]=1[F:26].[CH3:28][O:29][CH2:30][CH2:31]Br.C(=O)([O-])[O-].[K+].[K+].[I-].[K+]. Product: [NH2:1][C:2]1[N:7]([C:8]2[C:9]([F:16])=[CH:10][C:11]([O:15][CH2:31][CH2:30][O:29][CH3:28])=[CH:12][C:13]=2[F:14])[C:6](=[O:17])[CH:5]=[CH:4][C:3]=1[C:18](=[O:27])[C:19]1[CH:24]=[CH:23][C:22]([F:25])=[CH:21][C:20]=1[F:26]. The catalyst class is: 21. (9) Reactant: [C:1]([O:9]C(C)(C)C)(=[O:8])/[CH:2]=[CH:3]/[CH2:4][CH2:5][CH:6]=[CH2:7].C(O)(C(F)(F)F)=O. Product: [C:1]([OH:9])(=[O:8])[CH:2]=[CH:3][CH2:4][CH2:5][CH:6]=[CH2:7]. The catalyst class is: 2.